This data is from Forward reaction prediction with 1.9M reactions from USPTO patents (1976-2016). The task is: Predict the product of the given reaction. Given the reactants [BH4-].[Na+].[CH3:3][CH:4]1[CH2:12][C:11]2[C:6](=[C:7]([C:14]3[CH:19]=[C:18]([CH3:20])[CH:17]=[CH:16][C:15]=3[CH3:21])[CH:8]=[C:9]([CH3:13])[CH:10]=2)[C:5]1=O.C1(C)C=CC=CC=1.S(=O)(=O)(O)O, predict the reaction product. The product is: [CH3:3][C:4]1[CH2:12][C:11]2[C:6]([CH:5]=1)=[C:7]([C:14]1[CH:19]=[C:18]([CH3:20])[CH:17]=[CH:16][C:15]=1[CH3:21])[CH:8]=[C:9]([CH3:13])[CH:10]=2.